This data is from Full USPTO retrosynthesis dataset with 1.9M reactions from patents (1976-2016). The task is: Predict the reactants needed to synthesize the given product. (1) Given the product [CH:37]1([NH:40][C:32]([C:31]2[C:27]3[CH:26]=[CH:25][C:24]([O:23][C:20]4[CH:19]=[CH:18][N:17]=[C:16]5[CH:15]=[C:14]([C:12]([N:9]6[CH2:10][CH2:11][C@@H:7]([O:6][CH3:5])[CH2:8]6)=[O:13])[S:22][C:21]=45)=[CH:36][C:28]=3[S:29][C:30]=2[CH3:35])=[O:33])[CH2:39][CH2:38]1, predict the reactants needed to synthesize it. The reactants are: S(Cl)(Cl)=O.[CH3:5][O:6][C@@H:7]1[CH2:11][CH2:10][N:9]([C:12]([C:14]2[S:22][C:21]3[C:16](=[N:17][CH:18]=[CH:19][C:20]=3[O:23][C:24]3[CH:25]=[CH:26][C:27]4[C:31]([C:32](O)=[O:33])=[C:30]([CH3:35])[S:29][C:28]=4[CH:36]=3)[CH:15]=2)=[O:13])[CH2:8]1.[CH:37]1([NH2:40])[CH2:39][CH2:38]1. (2) Given the product [C:1]([C:5]1[CH:6]=[C:7]([N+:16]([O-:18])=[O:17])[C:8]([O:14][CH3:15])=[C:9]([CH:13]=1)[C:10]([OH:12])=[O:11])([CH3:4])([CH3:2])[CH3:3], predict the reactants needed to synthesize it. The reactants are: [C:1]([C:5]1[CH:6]=[CH:7][C:8]([O:14][CH3:15])=[C:9]([CH:13]=1)[C:10]([OH:12])=[O:11])([CH3:4])([CH3:3])[CH3:2].[N+:16]([O-])([OH:18])=[O:17]. (3) Given the product [Cl:1][C:2]1[N:10]=[CH:9][N:8]=[C:7]2[C:3]=1[N:4]=[CH:5][N:6]2[CH2:13][CH3:14], predict the reactants needed to synthesize it. The reactants are: [Cl:1][C:2]1[N:10]=[CH:9][N:8]=[C:7]2[C:3]=1[N:4]=[CH:5][NH:6]2.[H-].[Na+].[CH3:13][CH2:14]I. (4) Given the product [C:13]([O:12][CH:7]([C:6]1[CH:5]=[C:4]([C:17]2[CH:22]=[CH:21][CH:20]=[CH:19][CH:18]=2)[S:3][C:2]=1[C:31]1[CH:40]=[CH:39][C:38]2[O:37][CH2:36][CH2:35][CH2:34][C:33]=2[CH:32]=1)[C:8]([O:10][CH3:11])=[O:9])([CH3:16])([CH3:15])[CH3:14], predict the reactants needed to synthesize it. The reactants are: Br[C:2]1[S:3][C:4]([C:17]2[CH:22]=[CH:21][CH:20]=[CH:19][CH:18]=2)=[CH:5][C:6]=1[CH:7]([O:12][C:13]([CH3:16])([CH3:15])[CH3:14])[C:8]([O:10][CH3:11])=[O:9].CC1(C)C(C)(C)OB([C:31]2[CH:32]=[C:33]3[C:38](=[CH:39][CH:40]=2)[O:37][CH2:36][CH2:35][CH2:34]3)O1.C(=O)([O-])[O-].[Na+].[Na+].C(O)C. (5) Given the product [Cl:1][C:2]1[C:11](=[O:12])[C:10]2[C:5](=[CH:6][CH:7]=[CH:8][CH:9]=2)[C:4](=[O:14])[C:3]=1/[CH:16]=[C:17](\[CH3:21])/[C:18]([OH:20])=[O:19], predict the reactants needed to synthesize it. The reactants are: [Cl:1][C:2]1[C:3](/[CH:16]=[C:17](\[CH3:21])/[C:18]([OH:20])=[O:19])=[C:4]([O:14]C)[C:5]2[C:10]([C:11]=1[O:12]C)=[CH:9][CH:8]=[CH:7][CH:6]=2.[N+]([O-])(O)=O.O.